Dataset: Peptide-MHC class I binding affinity with 185,985 pairs from IEDB/IMGT. Task: Regression. Given a peptide amino acid sequence and an MHC pseudo amino acid sequence, predict their binding affinity value. This is MHC class I binding data. (1) The peptide sequence is TNIRQAGVQYSR. The MHC is HLA-A02:03 with pseudo-sequence HLA-A02:03. The binding affinity (normalized) is 0. (2) The peptide sequence is KMHRYNDLI. The MHC is H-2-Kb with pseudo-sequence H-2-Kb. The binding affinity (normalized) is 0.397.